From a dataset of Reaction yield outcomes from USPTO patents with 853,638 reactions. Predict the reaction yield, written as a fraction of the theoretical maximum amount of product (1.0 means a 100% yield; for example, 0.34 means a 34% yield). (1) The reactants are [F:1][C:2]1[CH:7]=[C:6]([F:8])[CH:5]=[CH:4][C:3]=1[C:9]1[N:10]=[C:11]2[N:15]([CH:16]=1)[CH:14]=[CH:13][O:12]2.C1C(=O)N([I:24])C(=O)C1.O. The catalyst is CN(C=O)C. The product is [F:1][C:2]1[CH:7]=[C:6]([F:8])[CH:5]=[CH:4][C:3]=1[C:9]1[N:10]=[C:11]2[N:15]([C:16]=1[I:24])[CH:14]=[CH:13][O:12]2. The yield is 0.950. (2) The reactants are [I:1][C:2]1[C:3]([S:11][C:12]2[N:20]=[C:19]3[C:15]([N:16]=[CH:17][NH:18]3)=[C:14](N)[N:13]=2)=[CH:4][C:5]2[O:9][CH2:8][O:7][C:6]=2[CH:10]=1.Br[CH2:23][CH2:24][CH2:25][NH:26][S:27]([CH:30]([CH3:32])[CH3:31])(=[O:29])=[O:28].C([O-])([O-])=O.[Cs+].[Cs+].C[N:40](C=O)C. No catalyst specified. The product is [NH2:40][C:15]1[N:16]=[CH:17][N:18]=[C:19]2[C:14]=1[N:13]=[C:12]([S:11][C:3]1[C:2]([I:1])=[CH:10][C:6]3[O:7][CH2:8][O:9][C:5]=3[CH:4]=1)[N:20]2[CH2:23][CH2:24][CH2:25][NH:26][S:27]([CH:30]([CH3:32])[CH3:31])(=[O:29])=[O:28]. The yield is 0.200.